Predict the product of the given reaction. From a dataset of Forward reaction prediction with 1.9M reactions from USPTO patents (1976-2016). (1) Given the reactants [C:1]([NH:9][C:10]1[C:34]([C:35]#[C:36][CH2:37][NH:38][C:39](=[O:44])[C:40]([F:43])([F:42])[F:41])=[CH:33][N:13]([C@@H:14]2[O:32][C@H:22]([CH2:23][O:24][Si](C(C)(C)C)(C)C)[C@@H:16]([O:17][CH2:18][N:19]=[N+:20]=[N-:21])[CH2:15]2)[C:12](=[O:45])[N:11]=1)(=[O:8])[C:2]1[CH:7]=[CH:6][CH:5]=[CH:4][CH:3]=1.CCCC[N+](CCCC)(CCCC)CCCC.[F-], predict the reaction product. The product is: [C:1]([NH:9][C:10]1[C:34]([C:35]#[C:36][CH2:37][NH:38][C:39](=[O:44])[C:40]([F:42])([F:41])[F:43])=[CH:33][N:13]([C@@H:14]2[O:32][C@H:22]([CH2:23][OH:24])[C@@H:16]([O:17][CH2:18][N:19]=[N+:20]=[N-:21])[CH2:15]2)[C:12](=[O:45])[N:11]=1)(=[O:8])[C:2]1[CH:3]=[CH:4][CH:5]=[CH:6][CH:7]=1. (2) Given the reactants Cl[C:2]1[C:11]2[C:6](=[CH:7][C:8]([Cl:12])=[CH:9][CH:10]=2)[N:5]=[CH:4][CH:3]=1.[CH:13]1([NH2:20])[CH2:18][CH2:17][CH:16]([NH2:19])[CH2:15][CH2:14]1, predict the reaction product. The product is: [Cl:12][C:8]1[CH:7]=[C:6]2[C:11]([C:2]([NH:19][C@H:16]3[CH2:17][CH2:18][C@@H:13]([NH2:20])[CH2:14][CH2:15]3)=[CH:3][CH:4]=[N:5]2)=[CH:10][CH:9]=1. (3) Given the reactants [CH:1]1([N:5]2[CH2:10][CH2:9][N:8]([C:11]([CH:13]3[C:15]4([CH2:20][CH2:19][N:18]([CH2:21][C:22]([OH:24])=O)[CH2:17][CH2:16]4)[CH2:14]3)=[O:12])[CH2:7][CH2:6]2)[CH2:4][CH2:3][CH2:2]1.O=S(Cl)Cl.[CH3:29][NH2:30].C1COCC1, predict the reaction product. The product is: [CH:1]1([N:5]2[CH2:10][CH2:9][N:8]([C:11]([CH:13]3[C:15]4([CH2:16][CH2:17][N:18]([CH2:21][C:22]([NH:30][CH3:29])=[O:24])[CH2:19][CH2:20]4)[CH2:14]3)=[O:12])[CH2:7][CH2:6]2)[CH2:2][CH2:3][CH2:4]1.